Dataset: Reaction yield outcomes from USPTO patents with 853,638 reactions. Task: Predict the reaction yield, written as a fraction of the theoretical maximum amount of product (1.0 means a 100% yield; for example, 0.34 means a 34% yield). (1) The reactants are O=[C:2]([CH3:12])[CH2:3][CH:4]1[C:9](=[O:10])[CH2:8][CH2:7][CH2:6][C:5]1=O.C(OC(=O)C)(=O)C.C([O-])(=O)C.[NH4+:24]. The catalyst is C(O)(=O)C. The product is [CH3:12][C:2]1[NH:24][C:5]2[CH2:6][CH2:7][CH2:8][C:9](=[O:10])[C:4]=2[CH:3]=1. The yield is 0.564. (2) The reactants are I.[NH2:2][C:3]1[C:4]([C:11]([NH:13][C:14](=[NH:17])SC)=[O:12])=[N:5][C:6]([Cl:10])=[C:7]([NH2:9])[N:8]=1.[NH2:18][CH2:19][CH2:20][CH2:21][CH2:22][C:23]1[CH:39]=[CH:38][C:26]([O:27][CH2:28][C:29]([NH:31][CH2:32][CH2:33][CH2:34][N:35]([CH3:37])[CH3:36])=[O:30])=[CH:25][CH:24]=1.CCN(C(C)C)C(C)C. The catalyst is C(O)C. The product is [NH2:2][C:3]1[C:4]([C:11]([N:13]=[C:14]([NH2:17])[NH:18][CH2:19][CH2:20][CH2:21][CH2:22][C:23]2[CH:39]=[CH:38][C:26]([O:27][CH2:28][C:29]([NH:31][CH2:32][CH2:33][CH2:34][N:35]([CH3:37])[CH3:36])=[O:30])=[CH:25][CH:24]=2)=[O:12])=[N:5][C:6]([Cl:10])=[C:7]([NH2:9])[N:8]=1. The yield is 0.560. (3) The reactants are [Cl:1][C:2]1[CH:3]=[C:4]([NH:9][C:10]2[C:19]3[C:14](=[CH:15][N:16]=[C:17](F)[CH:18]=3)[N:13]=[CH:12][C:11]=2[C:21]#[N:22])[CH:5]=[CH:6][C:7]=1[F:8].[CH3:23][N:24]([CH3:29])[CH2:25][CH2:26][CH2:27][NH2:28]. No catalyst specified. The product is [Cl:1][C:2]1[CH:3]=[C:4]([NH:9][C:10]2[C:19]3[C:14](=[CH:15][N:16]=[C:17]([NH:28][CH2:27][CH2:26][CH2:25][N:24]([CH3:29])[CH3:23])[CH:18]=3)[N:13]=[CH:12][C:11]=2[C:21]#[N:22])[CH:5]=[CH:6][C:7]=1[F:8]. The yield is 0.440.